The task is: Predict the reactants needed to synthesize the given product.. This data is from Full USPTO retrosynthesis dataset with 1.9M reactions from patents (1976-2016). (1) Given the product [Cl:1][C:2]1[CH:3]=[C:4]([C:8]2[O:9][N:10]=[C:11]3[CH:16]=[CH:15][C:14]([C:17]([C:19]4[S:20][CH:21]=[C:22]([C:24]5[CH:25]=[CH:26][CH:27]=[CH:28][CH:29]=5)[N:23]=4)=[O:18])=[CH:13][C:12]=23)[CH:5]=[CH:6][CH:7]=1, predict the reactants needed to synthesize it. The reactants are: [Cl:1][C:2]1[CH:3]=[C:4]([C:8]2[O:9][N:10]=[C:11]3[CH:16]=[CH:15][C:14]([CH:17]([C:19]4[S:20][CH:21]=[C:22]([C:24]5[CH:29]=[CH:28][CH:27]=[CH:26][CH:25]=5)[N:23]=4)[OH:18])=[CH:13][C:12]=23)[CH:5]=[CH:6][CH:7]=1. (2) The reactants are: Cl[C:2]([O:4][C:5]1[CH:10]=[CH:9][C:8]([O:11][C:12]2[CH:17]=[CH:16][C:15]([C:18]([F:21])([F:20])[F:19])=[CH:14][N:13]=2)=[CH:7][CH:6]=1)=[O:3].[NH:22]1[C:26]([CH2:27][C:28]2[CH:40]=[CH:39][C:31]([O:32][CH:33]3[CH2:38][CH2:37][NH:36][CH2:35][CH2:34]3)=[CH:30][CH:29]=2)=[N:25][N:24]=[N:23]1. Given the product [F:19][C:18]([F:21])([F:20])[C:15]1[CH:16]=[CH:17][C:12]([O:11][C:8]2[CH:9]=[CH:10][C:5]([O:4][C:2]([N:36]3[CH2:37][CH2:38][CH:33]([O:32][C:31]4[CH:30]=[CH:29][C:28]([CH2:27][C:26]5[NH:25][N:24]=[N:23][N:22]=5)=[CH:40][CH:39]=4)[CH2:34][CH2:35]3)=[O:3])=[CH:6][CH:7]=2)=[N:13][CH:14]=1, predict the reactants needed to synthesize it.